Dataset: Catalyst prediction with 721,799 reactions and 888 catalyst types from USPTO. Task: Predict which catalyst facilitates the given reaction. (1) Reactant: [Cl:1][C:2]1[CH:7]=[CH:6][C:5]([C:8]2[NH:12][C:11]3[CH:13]=[C:14]([C:16]([O:18][CH3:19])=[O:17])[S:15][C:10]=3[C:9]=2[C:20]2[CH2:25][CH2:24][CH2:23][CH2:22][CH:21]=2)=[CH:4][CH:3]=1.C([SiH](CC)CC)C. Product: [Cl:1][C:2]1[CH:3]=[CH:4][C:5]([C:8]2[NH:12][C:11]3[CH:13]=[C:14]([C:16]([O:18][CH3:19])=[O:17])[S:15][C:10]=3[C:9]=2[CH:20]2[CH2:25][CH2:24][CH2:23][CH2:22][CH2:21]2)=[CH:6][CH:7]=1. The catalyst class is: 67. (2) Reactant: [Br:1][C:2]1[CH:10]=[CH:9][CH:8]=[C:7]2[C:3]=1[CH:4]=[CH:5][N:6]2[C:11]1[CH:16]=[CH:15][N:14]=[C:13]([S:17][CH3:18])[N:12]=1.C1C=C(Cl)C=C(C(OO)=[O:27])C=1.CCOC(C)=O.CCCCCC. Product: [Br:1][C:2]1[CH:10]=[CH:9][CH:8]=[C:7]2[C:3]=1[CH:4]=[CH:5][N:6]2[C:11]1[CH:16]=[CH:15][N:14]=[C:13]([S:17]([CH3:18])=[O:27])[N:12]=1. The catalyst class is: 2. (3) Reactant: [OH-].[Na+].Cl[C:4]1[CH:9]=[C:8]([CH3:10])[C:7]([N+:11]([O-:13])=[O:12])=[CH:6][N:5]=1.[F:14][C:15]([F:24])([F:23])[C:16]1[CH:17]=[C:18]([OH:22])[CH:19]=[CH:20][CH:21]=1.O. Product: [CH3:10][C:8]1[C:7]([N+:11]([O-:13])=[O:12])=[CH:6][N:5]=[C:4]([O:22][C:18]2[CH:19]=[CH:20][CH:21]=[C:16]([C:15]([F:14])([F:23])[F:24])[CH:17]=2)[CH:9]=1. The catalyst class is: 23. (4) Product: [Cl:27][C:28]1[N:33]=[C:32]([CH:34]([C:37]2[CH:42]=[CH:41][CH:40]=[CH:39][CH:38]=2)[CH2:35][NH:36][C:2]2[C:11]3[C:6](=[CH:7][CH:8]=[CH:9][CH:10]=3)[N:5]=[C:4]([C:12]3[CH:13]=[N:14][CH:15]=[CH:16][CH:17]=3)[N:3]=2)[CH:31]=[CH:30][CH:29]=1. Reactant: Cl[C:2]1[C:11]2[C:6](=[CH:7][CH:8]=[CH:9][CH:10]=2)[N:5]=[C:4]([C:12]2[CH:13]=[N:14][CH:15]=[CH:16][CH:17]=2)[N:3]=1.C(N(CC)C(C)C)(C)C.[Cl:27][C:28]1[N:33]=[C:32]([CH:34]([C:37]2[CH:42]=[CH:41][CH:40]=[CH:39][CH:38]=2)[CH2:35][NH2:36])[CH:31]=[CH:30][CH:29]=1. The catalyst class is: 20. (5) Reactant: FC(F)(F)S([O:6][Si:7]([CH2:12][CH3:13])([CH2:10][CH3:11])[CH2:8][CH3:9])(=O)=O.[Br:16][C:17]1[N:21]2[CH:22]=[CH:23][C:24]([C:26](O)([CH3:28])[CH3:27])=[N:25][C:20]2=[N:19][CH:18]=1.C(N(C(C)C)CC)(C)C. Product: [Br:16][C:17]1[N:21]2[CH:22]=[CH:23][C:24]([C:26]([CH3:28])([O:6][Si:7]([CH2:12][CH3:13])([CH2:10][CH3:11])[CH2:8][CH3:9])[CH3:27])=[N:25][C:20]2=[N:19][CH:18]=1. The catalyst class is: 4. (6) Reactant: B.C1COCC1.[F:7][C:8]([F:24])([F:23])[C:9]1[CH:10]=[C:11]([O:15][C:16]2[S:20][C:19]([C:21]#[N:22])=[CH:18][CH:17]=2)[CH:12]=[CH:13][CH:14]=1.[ClH:25]. Product: [ClH:25].[F:23][C:8]([F:7])([F:24])[C:9]1[CH:10]=[C:11]([O:15][C:16]2[S:20][C:19]([CH2:21][NH2:22])=[CH:18][CH:17]=2)[CH:12]=[CH:13][CH:14]=1. The catalyst class is: 1.